Dataset: Forward reaction prediction with 1.9M reactions from USPTO patents (1976-2016). Task: Predict the product of the given reaction. Given the reactants [CH2:1]([O:8][C:9]1[CH:14]=[CH:13][C:12]([CH:15]2[CH2:20][CH2:19][N:18](C(OC(C)(C)C)=O)[CH2:17][C:16]2([F:29])[F:28])=[CH:11][CH:10]=1)[C:2]1[CH:7]=[CH:6][CH:5]=[CH:4][CH:3]=1.Cl.O1CCOCC1, predict the reaction product. The product is: [CH2:1]([O:8][C:9]1[CH:14]=[CH:13][C:12]([CH:15]2[CH2:20][CH2:19][NH:18][CH2:17][C:16]2([F:29])[F:28])=[CH:11][CH:10]=1)[C:2]1[CH:3]=[CH:4][CH:5]=[CH:6][CH:7]=1.